Dataset: Forward reaction prediction with 1.9M reactions from USPTO patents (1976-2016). Task: Predict the product of the given reaction. (1) The product is: [C:1]([N:8]1[CH2:12][C@@H:11]([N:13]([C:22](=[O:24])[CH3:23])[CH:14]2[CH2:19][CH2:18][C:17]([CH3:21])([CH3:20])[CH2:16][CH2:15]2)[CH2:10][C@H:9]1[C:25]([OH:27])=[O:26])([O:3][C:4]([CH3:7])([CH3:6])[CH3:5])=[O:2]. Given the reactants [C:1]([N:8]1[CH2:12][C@@H:11]([N:13]([C:22](=[O:24])[CH3:23])[CH:14]2[CH2:19][CH2:18][C:17]([CH3:21])([CH3:20])[CH2:16][CH2:15]2)[CH2:10][C@H:9]1[C:25]([O:27]C)=[O:26])([O:3][C:4]([CH3:7])([CH3:6])[CH3:5])=[O:2].[Li+].[OH-], predict the reaction product. (2) The product is: [CH3:1][O:3][C:4](=[O:13])[C:5]1[C:10]([CH3:11])=[CH:9][CH:8]=[CH:7][C:6]=1[NH2:12]. Given the reactants [CH2:1]([O:3][C:4](=[O:13])[C:5]1[C:10]([CH3:11])=[CH:9][CH:8]=[CH:7][C:6]=1[NH2:12])C.C(OCC)(=O)C.C(O)C.C[Si](C=[N+]=[N-])(C)C, predict the reaction product.